From a dataset of Catalyst prediction with 721,799 reactions and 888 catalyst types from USPTO. Predict which catalyst facilitates the given reaction. (1) Reactant: [Br:1][C:2]1[CH:26]=[CH:25][C:5]([CH2:6][C:7]23[CH2:24][CH2:23][CH2:22][CH:21]=[C:8]2[N:9]([C:13]2[CH:18]=[C:17]([Cl:19])[CH:16]=[C:15]([Cl:20])[CH:14]=2)[C:10](=[O:12])[NH:11]3)=[CH:4][CH:3]=1.[H-].[Na+].Br[CH2:30][C:31]([O:33][CH2:34][CH3:35])=[O:32]. Product: [CH2:34]([O:33][C:31](=[O:32])[CH2:30][C:8]12[CH2:21][CH2:22][CH2:23][CH2:24][C:7]1([CH2:6][C:5]1[CH:25]=[CH:26][C:2]([Br:1])=[CH:3][CH:4]=1)[NH:11][C:10](=[O:12])[N:9]2[C:13]1[CH:14]=[C:15]([Cl:20])[CH:16]=[C:17]([Cl:19])[CH:18]=1)[CH3:35]. The catalyst class is: 3. (2) Reactant: CC1([O:8]/[N:9]=[C:10]2\[NH:11][CH2:12][C:13]3[C:18]\2=[CH:17][CH:16]=[C:15]([NH:19][C:20]2[C:28]4[C:23](=[CH:24][N:25]=[CH:26][CH:27]=4)[O:22][C:21]=2[C:29]2[N:34]=[CH:33][CH:32]=[CH:31][N:30]=2)[CH:14]=3)C=CC=CC1. Product: [N:30]1[CH:31]=[CH:32][CH:33]=[N:34][C:29]=1[C:21]1[O:22][C:23]2=[CH:24][N:25]=[CH:26][CH:27]=[C:28]2[C:20]=1[NH:19][C:15]1[CH:14]=[C:13]2[C:18](=[CH:17][CH:16]=1)/[C:10](=[N:9]/[OH:8])/[NH:11][CH2:12]2. The catalyst class is: 723. (3) Reactant: [CH:1]([N:4]1[C:8]([CH:9]2[C:18](=O)[C:17]3[C:16]([C:20]([O:22]CC)=O)=[CH:15][CH:14]=[CH:13][C:12]=3[NH:11][CH:10]2[C:25]2[CH:30]=[CH:29][CH:28]=[CH:27][CH:26]=2)=[CH:7][N:6]=[CH:5]1)([CH3:3])[CH3:2].O.[NH2:32][NH2:33]. Product: [CH:1]([N:4]1[C:8]([CH:9]2[C:18]3=[N:32][NH:33][C:20](=[O:22])[C:16]4[CH:15]=[CH:14][CH:13]=[C:12]([C:17]=43)[NH:11][CH:10]2[C:25]2[CH:30]=[CH:29][CH:28]=[CH:27][CH:26]=2)=[CH:7][N:6]=[CH:5]1)([CH3:2])[CH3:3]. The catalyst class is: 5. (4) Reactant: [C:1]([C:4]1[CH:33]=[CH:32][C:7]([O:8][CH2:9][C:10]2[CH:15]=[CH:14][C:13]([CH:16]([O:25][CH:26]3[CH2:31][CH2:30][CH2:29][CH2:28][O:27]3)[C:17]3[CH:18]=[C:19]([CH:22]=[CH:23][CH:24]=3)[C:20]#N)=[CH:12][CH:11]=2)=[C:6]([CH3:34])[C:5]=1[OH:35])(=[O:3])[CH3:2].[OH-:36].[K+].Cl.[OH2:39]. Product: [C:1]([C:4]1[CH:33]=[CH:32][C:7]([O:8][CH2:9][C:10]2[CH:15]=[CH:14][C:13]([CH:16]([O:25][CH:26]3[CH2:31][CH2:30][CH2:29][CH2:28][O:27]3)[C:17]3[CH:18]=[C:19]([CH:22]=[CH:23][CH:24]=3)[C:20]([OH:39])=[O:36])=[CH:12][CH:11]=2)=[C:6]([CH3:34])[C:5]=1[OH:35])(=[O:3])[CH3:2]. The catalyst class is: 8. (5) Reactant: [CH3:1][C:2]1[N:3]2[CH:9]=[C:8]([C:10]3[CH:15]=[CH:14][C:13]([N+:16]([O-])=O)=[CH:12][CH:11]=3)[N:7]=[C:4]2[S:5][CH:6]=1.O.O.[Sn](Cl)Cl.C(Cl)Cl.CCOC(C)=O. Product: [CH3:1][C:2]1[N:3]2[CH:9]=[C:8]([C:10]3[CH:15]=[CH:14][C:13]([NH2:16])=[CH:12][CH:11]=3)[N:7]=[C:4]2[S:5][CH:6]=1. The catalyst class is: 14. (6) Reactant: [Cl:1][C:2]1[CH:24]=[CH:23][CH:22]=[CH:21][C:3]=1[O:4][C:5]1[C:18](=[O:19])[N:17]([CH3:20])[C:8]2[N:9]=[C:10](S(C)(=O)=O)[N:11]=[CH:12][C:7]=2[CH:6]=1.[CH2:25]([NH2:33])[CH2:26][C:27]1[CH:32]=[CH:31][CH:30]=[CH:29][CH:28]=1.CCOCC. Product: [Cl:1][C:2]1[CH:24]=[CH:23][CH:22]=[CH:21][C:3]=1[O:4][C:5]1[C:18](=[O:19])[N:17]([CH3:20])[C:8]2[N:9]=[C:10]([NH:33][CH2:25][CH2:26][C:27]3[CH:32]=[CH:31][CH:30]=[CH:29][CH:28]=3)[N:11]=[CH:12][C:7]=2[CH:6]=1. The catalyst class is: 60.